Task: Predict which catalyst facilitates the given reaction.. Dataset: Catalyst prediction with 721,799 reactions and 888 catalyst types from USPTO (1) Reactant: C(C(CCCC)C([O-])=O)C.[Na+:11].[CH3:12][O:13][C:14]1[CH:15]=[C:16]([CH:39]=[CH:40][C:41]=1[O:42][CH2:43][C:44]1[N:45]=[C:46]([C:50]2[CH:55]=[CH:54][CH:53]=[CH:52][CH:51]=2)[O:47][C:48]=1[CH3:49])[CH2:17][N:18]1[C:30]2[CH:29]=[CH:28][CH:27]=[C:26]([O:31][CH2:32][CH2:33][CH:34]([CH3:38])[C:35]([OH:37])=[O:36])[C:25]=2[C:24]2[C:19]1=[CH:20][CH:21]=[CH:22][CH:23]=2. Product: [CH3:12][O:13][C:14]1[CH:15]=[C:16]([CH:39]=[CH:40][C:41]=1[O:42][CH2:43][C:44]1[N:45]=[C:46]([C:50]2[CH:51]=[CH:52][CH:53]=[CH:54][CH:55]=2)[O:47][C:48]=1[CH3:49])[CH2:17][N:18]1[C:30]2[CH:29]=[CH:28][CH:27]=[C:26]([O:31][CH2:32][CH2:33][CH:34]([CH3:38])[C:35]([O-:37])=[O:36])[C:25]=2[C:24]2[C:19]1=[CH:20][CH:21]=[CH:22][CH:23]=2.[Na+:11]. The catalyst class is: 13. (2) Product: [ClH:28].[NH:8]1[CH2:13][CH2:12][CH:11]([CH2:14][O:15][C:16]2[CH:17]=[CH:18][C:19]3[N:24]=[N:23][C:22]([NH2:25])=[N:21][C:20]=3[CH:26]=2)[CH2:10][CH2:9]1. Reactant: C(OC([N:8]1[CH2:13][CH2:12][CH:11]([CH2:14][O:15][C:16]2[CH:17]=[CH:18][C:19]3[N:24]=[N:23][C:22]([NH2:25])=[N:21][C:20]=3[CH:26]=2)[CH2:10][CH2:9]1)=O)(C)(C)C.C(Cl)[Cl:28]. The catalyst class is: 89. (3) Reactant: [Cl:1][C:2]1[C:7]([CH:8]([C:10]2[S:11][CH:12]=[CH:13][CH:14]=2)[OH:9])=[CH:6][N:5]=[C:4]([O:15][C:16]2[CH:21]=[CH:20][CH:19]=[CH:18][C:17]=2[Cl:22])[N:3]=1. Product: [Cl:1][C:2]1[C:7]([C:8]([C:10]2[S:11][CH:12]=[CH:13][CH:14]=2)=[O:9])=[CH:6][N:5]=[C:4]([O:15][C:16]2[CH:21]=[CH:20][CH:19]=[CH:18][C:17]=2[Cl:22])[N:3]=1. The catalyst class is: 784. (4) Reactant: [CH2:1]([N:4]([CH2:47]CC)[C:5]1[CH:10]=[CH:9][C:8]([NH:11][C:12]([C:14]2[CH:15]=[C:16]([CH:24]=[CH:25][CH:26]=2)[CH2:17][S:18][CH2:19][CH2:20][C:21]([OH:23])=[O:22])=[O:13])=[C:7]([C:27]2[CH:32]=[C:31]([C:33](=[O:46])[NH:34][CH2:35][C:36]3[CH:41]=[CH:40][CH:39]=[C:38]([C:42]([F:45])([F:44])[F:43])[CH:37]=3)[CH:30]=[CH:29][N:28]=2)[CH:6]=1)CC.CNC. Product: [CH3:47][N:4]([CH3:1])[C:5]1[CH:10]=[CH:9][C:8]([NH:11][C:12]([C:14]2[CH:15]=[C:16]([CH:24]=[CH:25][CH:26]=2)[CH2:17][S:18][CH2:19][CH2:20][C:21]([OH:23])=[O:22])=[O:13])=[C:7]([C:27]2[CH:32]=[C:31]([C:33](=[O:46])[NH:34][CH2:35][C:36]3[CH:41]=[CH:40][CH:39]=[C:38]([C:42]([F:45])([F:44])[F:43])[CH:37]=3)[CH:30]=[CH:29][N:28]=2)[CH:6]=1. The catalyst class is: 16. (5) Reactant: [Br:1][C:2]1[CH:3]=[C:4]2[C:9](=[CH:10][CH:11]=1)[N:8]=[C:7]([NH:12][CH2:13][C:14]1[CH:19]=[CH:18][C:17]([O:20][CH3:21])=[CH:16][CH:15]=1)[C:6]([N:22]1[C@H:27]([CH3:28])[CH2:26][O:25][CH2:24][C:23]1=O)=[CH:5]2. Product: [Br:1][C:2]1[CH:3]=[C:4]2[C:9](=[CH:10][CH:11]=1)[N:8]=[C:7]([NH:12][CH2:13][C:14]1[CH:19]=[CH:18][C:17]([O:20][CH3:21])=[CH:16][CH:15]=1)[C:6]([N:22]1[CH2:23][CH2:24][O:25][CH2:26][C@H:27]1[CH3:28])=[CH:5]2. The catalyst class is: 1.